This data is from Catalyst prediction with 721,799 reactions and 888 catalyst types from USPTO. The task is: Predict which catalyst facilitates the given reaction. (1) Reactant: Cl[C:2]1[C:7]([S:8]([CH3:11])(=[O:10])=[O:9])=[CH:6][N:5]=[C:4]2[N:12]([Si](C(C)C)(C(C)C)C(C)C)[CH:13]=[CH:14][C:3]=12.[CH:25]1([NH2:31])[CH2:30][CH2:29][CH2:28][CH2:27][CH2:26]1.C(N(CC)C(C)C)(C)C. Product: [CH:25]1([NH:31][C:2]2[C:3]3[CH:14]=[CH:13][NH:12][C:4]=3[N:5]=[CH:6][C:7]=2[S:8]([CH3:11])(=[O:9])=[O:10])[CH2:30][CH2:29][CH2:28][CH2:27][CH2:26]1. The catalyst class is: 6. (2) Reactant: [Br:1][C:2]1[C:6]2[CH2:7][N:8]([C:11]([O:13][C:14]([CH3:17])([CH3:16])[CH3:15])=[O:12])[CH2:9][CH2:10][C:5]=2[NH:4][N:3]=1.C([O-])([O-])=O.[Cs+].[Cs+].CS(O[CH:29]1[CH2:34][CH2:33][N:32]([C:35](=[O:37])[CH3:36])[CH2:31][CH2:30]1)(=O)=O. Product: [C:35]([N:32]1[CH2:33][CH2:34][CH:29]([N:4]2[C:5]3[CH2:10][CH2:9][N:8]([C:11]([O:13][C:14]([CH3:17])([CH3:16])[CH3:15])=[O:12])[CH2:7][C:6]=3[C:2]([Br:1])=[N:3]2)[CH2:30][CH2:31]1)(=[O:37])[CH3:36]. The catalyst class is: 3. (3) Reactant: B1([O-])OO1.[OH2:5].O.O.O.[Na+].[N:10]1([C:19]2[CH:47]=[CH:46][C:22]([C:23]3[CH:28]=[CH:27][C:26]([CH2:29][S:30][CH2:31][C@H:32]([NH:36][C:37](=[O:45])[CH2:38][C:39]4[CH:44]=[CH:43][CH:42]=[CH:41][CH:40]=4)[C:33]([OH:35])=[O:34])=[CH:25][CH:24]=3)=[CH:21][CH:20]=2)[C:18]2[C:13](=[CH:14][CH:15]=[CH:16][CH:17]=2)[CH:12]=[CH:11]1. Product: [N:10]1([C:19]2[CH:20]=[CH:21][C:22]([C:23]3[CH:24]=[CH:25][C:26]([CH2:29][S:30]([CH2:31][C@H:32]([NH:36][C:37](=[O:45])[CH2:38][C:39]4[CH:44]=[CH:43][CH:42]=[CH:41][CH:40]=4)[C:33]([OH:35])=[O:34])=[O:5])=[CH:27][CH:28]=3)=[CH:46][CH:47]=2)[C:18]2[C:13](=[CH:14][CH:15]=[CH:16][CH:17]=2)[CH:12]=[CH:11]1. The catalyst class is: 342. (4) The catalyst class is: 198. Product: [CH2:19]([O:1][C:2]1[CH:7]=[CH:6][N:5]=[C:4]([C:8]([OH:10])=[O:9])[CH:3]=1)[CH2:20][CH2:25][CH3:24]. Reactant: [OH:1][C:2]1[CH:7]=[CH:6][N:5]=[C:4]([C:8]([OH:10])=[O:9])[CH:3]=1.C(=O)([O-])[O-].[K+].[K+].CO[C:19](=O)[CH:20]1[CH2:25][CH:24](I)CCN1.[OH-].[Li+]. (5) Reactant: [CH3:1][C:2]1([CH3:18])[CH:8]([CH3:9])[CH2:7][CH:6]([CH:10]2[CH2:16]CCCCC2)[C:5](=[O:17])[CH2:4][CH2:3]1.O1CCCC1. The catalyst class is: 6. Product: [C:4]([C:5]1([OH:17])[CH2:9][CH:8]2[CH2:7][CH:6]1[CH:10]([CH3:16])[C:2]2([CH3:1])[CH3:18])#[CH:3]. (6) Reactant: C(N(CC)CC)C.[Cl:8][C:9]1[N:16]=[C:15](Cl)[C:14]([F:18])=[CH:13][C:10]=1[C:11]#[N:12].CS(C)=O.[C:23]([N:26]1[CH2:31][CH2:30][CH:29]([NH2:32])[CH:28]([NH:33][C:34](=[O:40])[O:35][C:36]([CH3:39])([CH3:38])[CH3:37])[CH2:27]1)(=[O:25])[CH3:24]. Product: [C:23]([N:26]1[CH2:31][CH2:30][CH:29]([NH:32][C:15]2[C:14]([F:18])=[CH:13][C:10]([C:11]#[N:12])=[C:9]([Cl:8])[N:16]=2)[CH:28]([NH:33][C:34](=[O:40])[O:35][C:36]([CH3:39])([CH3:38])[CH3:37])[CH2:27]1)(=[O:25])[CH3:24]. The catalyst class is: 13.